This data is from Full USPTO retrosynthesis dataset with 1.9M reactions from patents (1976-2016). The task is: Predict the reactants needed to synthesize the given product. Given the product [CH2:18]([C:17]1[O:25][C:13]([C:3]2[C:2]([NH2:1])=[N:7][C:6]([C:8]([F:9])([F:11])[F:10])=[C:5]([Br:12])[N:4]=2)=[N:15][N:16]=1)[C:19]1[CH:24]=[CH:23][CH:22]=[CH:21][CH:20]=1, predict the reactants needed to synthesize it. The reactants are: [NH2:1][C:2]1[C:3]([C:13]([NH:15][NH:16][C:17](=[O:25])[CH2:18][C:19]2[CH:24]=[CH:23][CH:22]=[CH:21][CH:20]=2)=O)=[N:4][C:5]([Br:12])=[C:6]([C:8]([F:11])([F:10])[F:9])[N:7]=1.S(Cl)(C1C=CC(C)=CC=1)(=O)=O.CCN(P1(N(C)CCCN1C)=NC(C)(C)C)CC.